From a dataset of Catalyst prediction with 721,799 reactions and 888 catalyst types from USPTO. Predict which catalyst facilitates the given reaction. (1) Reactant: [F:1][C:2]1[CH:7]=[CH:6][C:5]([C:8]2[CH:13]=[CH:12][C:11]([CH2:14][CH2:15][CH:16]([S:22]([CH3:25])(=[O:24])=[O:23])[C:17]([O:19]CC)=[O:18])=[CH:10][CH:9]=2)=[CH:4][CH:3]=1.[OH-].[Li+]. Product: [F:1][C:2]1[CH:7]=[CH:6][C:5]([C:8]2[CH:13]=[CH:12][C:11]([CH2:14][CH2:15][CH:16]([S:22]([CH3:25])(=[O:24])=[O:23])[C:17]([OH:19])=[O:18])=[CH:10][CH:9]=2)=[CH:4][CH:3]=1. The catalyst class is: 87. (2) Reactant: N1C=CN=C1.C(N(CC)CC)C.[Cl:13][C:14]1[CH:15]=[C:16]([C@@H:20]([OH:34])[C@@H:21]([C:27]2[CH:32]=[CH:31][C:30]([Cl:33])=[CH:29][CH:28]=2)[NH:22][CH2:23][CH:24]2[CH2:26][CH2:25]2)[CH:17]=[CH:18][CH:19]=1.[S:35](Cl)(Cl)=[O:36]. Product: [Cl:13][C:14]1[CH:15]=[C:16]([C@H:20]2[O:34][S:35](=[O:36])[N:22]([CH2:23][CH:24]3[CH2:26][CH2:25]3)[C@@H:21]2[C:27]2[CH:32]=[CH:31][C:30]([Cl:33])=[CH:29][CH:28]=2)[CH:17]=[CH:18][CH:19]=1. The catalyst class is: 2. (3) Reactant: [Br:1][C:2]1[CH:7]=[CH:6][C:5]([S:8]([N:11]2[CH2:18][CH2:17][C:14]3([O:16][CH2:15]3)[CH2:13][CH2:12]2)(=[O:10])=[O:9])=[CH:4][CH:3]=1.[CH2:19]([NH2:26])[C:20]1[CH:25]=[CH:24][CH:23]=[CH:22][CH:21]=1.[Al]. Product: [Br:1][C:2]1[CH:7]=[CH:6][C:5]([S:8]([N:11]2[CH2:18][CH2:17][C:14]([CH2:15][NH:26][CH2:19][C:20]3[CH:25]=[CH:24][CH:23]=[CH:22][CH:21]=3)([OH:16])[CH2:13][CH2:12]2)(=[O:10])=[O:9])=[CH:4][CH:3]=1. The catalyst class is: 8. (4) Reactant: Cl[C:2]1[CH:10]=[C:9]2[C:5]([CH:6]=[N:7][N:8]2S(C2C=CC=CC=2)(=O)=O)=[C:4]([C:20]2[O:21][C:22]([CH2:25][N:26]3[CH2:31][C@H:30]([CH3:32])[O:29][C@H:28]([CH3:33])[CH2:27]3)=[CH:23][N:24]=2)[CH:3]=1.[O-]P([O-])([O-])=O.[K+].[K+].[K+].[F-].C([N+:47]([CH2:56][CH2:57][CH2:58][CH3:59])([CH2:52][CH2:53][CH2:54][CH3:55])CCCC)CCC. Product: [CH3:33][C@H:28]1[O:29][C@@H:30]([CH3:32])[CH2:31][N:26]([CH2:25][C:22]2[O:21][C:20]([C:4]3[CH:3]=[C:2]([C:59]4[CH:55]=[CH:54][CH:53]=[C:52]5[C:58]=4[CH:57]=[CH:56][NH:47]5)[CH:10]=[C:9]4[C:5]=3[CH:6]=[N:7][NH:8]4)=[N:24][CH:23]=2)[CH2:27]1. The catalyst class is: 38. (5) Reactant: S(Cl)([Cl:3])=O.[N:5]1[CH:10]=[CH:9][CH:8]=[C:7]([CH2:11][CH2:12][CH2:13][CH2:14][CH2:15][CH2:16][CH2:17][CH2:18][CH2:19][CH2:20][CH2:21][CH2:22]O)[CH:6]=1.C(=O)([O-])[O-].[K+].[K+]. Product: [Cl:3][CH2:22][CH2:21][CH2:20][CH2:19][CH2:18][CH2:17][CH2:16][CH2:15][CH2:14][CH2:13][CH2:12][CH2:11][C:7]1[CH:6]=[N:5][CH:10]=[CH:9][CH:8]=1. The catalyst class is: 4. (6) Reactant: C[O:2][C:3](=[O:39])[CH2:4][C:5]1[CH:10]=[CH:9][C:8]([NH:11][CH2:12][C:13](=[O:38])[CH2:14][CH2:15][N:16]2[CH2:21][CH2:20][CH:19]([O:22][C:23](=[O:37])[NH:24][C:25]3[CH:30]=[CH:29][CH:28]=[CH:27][C:26]=3[C:31]3[CH:36]=[CH:35][CH:34]=[CH:33][CH:32]=3)[CH2:18][CH2:17]2)=[CH:7][CH:6]=1.[OH-].[Li+].Cl. Product: [C:26]1([C:31]2[CH:36]=[CH:35][CH:34]=[CH:33][CH:32]=2)[CH:27]=[CH:28][CH:29]=[CH:30][C:25]=1[NH:24][C:23]([O:22][CH:19]1[CH2:18][CH2:17][N:16]([CH2:15][CH2:14][C:13]([CH2:12][NH:11][C:8]2[CH:7]=[CH:6][C:5]([CH2:4][C:3]([OH:39])=[O:2])=[CH:10][CH:9]=2)=[O:38])[CH2:21][CH2:20]1)=[O:37]. The catalyst class is: 47. (7) Reactant: [Cl:1][C:2]1[CH:10]=[C:9]([C:11]([OH:13])=[O:12])[C:8]([Cl:14])=[CH:7][C:3]=1[C:4]([OH:6])=[O:5].[CH2:15](Br)[C:16]1[CH:21]=[CH:20][CH:19]=[CH:18][CH:17]=1.C(=O)([O-])[O-].[K+].[K+]. Product: [CH2:15]([O:12][C:11](=[O:13])[C:9]1[CH:10]=[C:2]([Cl:1])[C:3]([C:4]([O:6][CH2:4][C:3]2[CH:7]=[CH:8][CH:9]=[CH:10][CH:2]=2)=[O:5])=[CH:7][C:8]=1[Cl:14])[C:16]1[CH:21]=[CH:20][CH:19]=[CH:18][CH:17]=1. The catalyst class is: 42. (8) Reactant: [C:1]([NH:9][CH2:10][CH2:11]/[CH:12]=[CH:13]/[CH2:14][C:15]([NH:17][C:18]1[CH:23]=[CH:22][CH:21]=[CH:20][C:19]=1[NH:24][C:25](=[O:31])[O:26][C:27]([CH3:30])([CH3:29])[CH3:28])=[O:16])(=[O:8])[C:2]1[CH:7]=[CH:6][CH:5]=[CH:4][CH:3]=1.CO[Na].[NH4+].[Cl-]. Product: [C:1]([NH:9][CH2:10][CH2:11][CH2:12]/[CH:13]=[CH:14]/[C:15]([NH:17][C:18]1[CH:23]=[CH:22][CH:21]=[CH:20][C:19]=1[NH:24][C:25](=[O:31])[O:26][C:27]([CH3:29])([CH3:28])[CH3:30])=[O:16])(=[O:8])[C:2]1[CH:7]=[CH:6][CH:5]=[CH:4][CH:3]=1.[C:1]([NH:9][CH2:10][CH2:11]/[CH:12]=[CH:13]/[CH2:14][C:15]([NH:17][C:18]1[CH:23]=[CH:22][CH:21]=[CH:20][C:19]=1[NH:24][C:25](=[O:31])[O:26][C:27]([CH3:29])([CH3:28])[CH3:30])=[O:16])(=[O:8])[C:2]1[CH:7]=[CH:6][CH:5]=[CH:4][CH:3]=1. The catalyst class is: 5. (9) Reactant: [Cl:1][C:2]1[CH:7]=[CH:6][C:5]([C@H:8]([NH:11][S@@](C(C)(C)C)=O)[CH2:9][CH3:10])=[C:4]([F:18])[C:3]=1[O:19][C:20]1[CH:25]=[CH:24][N:23]=[C:22]([O:26]C)[CH:21]=1. Product: [ClH:1].[NH2:11][C@@H:8]([C:5]1[C:4]([F:18])=[C:3]([C:2]([Cl:1])=[CH:7][CH:6]=1)[O:19][C:20]1[CH:25]=[CH:24][NH:23][C:22](=[O:26])[CH:21]=1)[CH2:9][CH3:10]. The catalyst class is: 33. (10) Reactant: [F:1][C:2]1[CH:21]=[CH:20][C:5]2[C:6]([C:9]3[CH:14]=[CH:13][C:12]([O:15][CH2:16][C@H:17]4[CH2:19][O:18]4)=[CH:11][CH:10]=3)=[N:7][O:8][C:4]=2[CH:3]=1.[F:22][C:23]1[CH:31]=[C:30]2[C:26]([C:27]([N:32]3[CH2:37][CH2:36][NH:35][CH2:34][CH2:33]3)=[N:28][NH:29]2)=[CH:25][CH:24]=1. The catalyst class is: 737. Product: [F:1][C:2]1[CH:21]=[CH:20][C:5]2[C:6]([C:9]3[CH:10]=[CH:11][C:12]([O:15][CH2:16][C@H:17]([OH:18])[CH2:19][N:35]4[CH2:36][CH2:37][N:32]([C:27]5[C:26]6[C:30](=[CH:31][C:23]([F:22])=[CH:24][CH:25]=6)[NH:29][N:28]=5)[CH2:33][CH2:34]4)=[CH:13][CH:14]=3)=[N:7][O:8][C:4]=2[CH:3]=1.